Dataset: Catalyst prediction with 721,799 reactions and 888 catalyst types from USPTO. Task: Predict which catalyst facilitates the given reaction. (1) Reactant: [NH2:1][C:2]1[C:6]2[C:7](=[O:21])[N:8]([CH:12]([CH:18]([CH3:20])[CH3:19])[C:13]([O:15]CC)=[O:14])[CH:9]=[C:10]([Br:11])[C:5]=2[NH:4][N:3]=1.[OH-].[Na+].C(O)C. Product: [NH2:1][C:2]1[C:6]2[C:7](=[O:21])[N:8]([CH:12]([CH:18]([CH3:19])[CH3:20])[C:13]([OH:15])=[O:14])[CH:9]=[C:10]([Br:11])[C:5]=2[NH:4][N:3]=1. The catalyst class is: 6. (2) Reactant: [N:1]1[CH:6]=[CH:5][C:4]([C:7]2[CH:8]=[N:9][NH:10][C:11]=2[NH2:12])=[CH:3][CH:2]=1.[CH3:13][CH:14]([C:20](=O)[C:21]1[CH:26]=[CH:25][CH:24]=[CH:23][CH:22]=1)[C:15](OCC)=[O:16].OS(O)(=O)=O. Product: [CH3:13][C:14]1[C:15](=[O:16])[N:10]2[N:9]=[CH:8][C:7]([C:4]3[CH:3]=[CH:2][N:1]=[CH:6][CH:5]=3)=[C:11]2[NH:12][C:20]=1[C:21]1[CH:26]=[CH:25][CH:24]=[CH:23][CH:22]=1. The catalyst class is: 14. (3) Reactant: [H-].[Al+3].[Li+].[H-].[H-].[H-].[F:7][C:8]1[CH:13]=[CH:12][C:11]([N:14]2[CH2:19][CH2:18][N:17]([C:20]([CH3:27])([CH3:26])[C:21](OCC)=[O:22])[CH2:16][CH2:15]2)=[CH:10][CH:9]=1.[OH-].[Na+]. Product: [F:7][C:8]1[CH:9]=[CH:10][C:11]([N:14]2[CH2:15][CH2:16][N:17]([C:20]([CH3:27])([CH3:26])[CH2:21][OH:22])[CH2:18][CH2:19]2)=[CH:12][CH:13]=1. The catalyst class is: 13. (4) Reactant: O=[CH:2][CH2:3][N:4]1[CH:12]=[C:11]2[C:6]([CH:7]=[C:8]([NH:13][C:14]([NH:16][C:17]3[CH:22]=[CH:21][C:20]([O:23][C:24]4[CH:29]=[CH:28][CH:27]=[CH:26][CH:25]=4)=[CH:19][CH:18]=3)=[O:15])[CH:9]=[CH:10]2)=[N:5]1.[CH:30]1([NH2:35])[CH2:34][CH2:33][CH2:32][CH2:31]1.C([BH3-])#N.[Na+]. Product: [CH:30]1([NH:35][CH2:2][CH2:3][N:4]2[CH:12]=[C:11]3[C:6]([CH:7]=[C:8]([NH:13][C:14]([NH:16][C:17]4[CH:22]=[CH:21][C:20]([O:23][C:24]5[CH:29]=[CH:28][CH:27]=[CH:26][CH:25]=5)=[CH:19][CH:18]=4)=[O:15])[CH:9]=[CH:10]3)=[N:5]2)[CH2:34][CH2:33][CH2:32][CH2:31]1. The catalyst class is: 56.